This data is from Catalyst prediction with 721,799 reactions and 888 catalyst types from USPTO. The task is: Predict which catalyst facilitates the given reaction. (1) Product: [C:16]([O:15][C:13]([NH:1][CH2:2][C:3]([OH:5])=[O:4])=[O:14])([CH3:19])([CH3:18])[CH3:17]. Reactant: [NH2:1][CH2:2][C:3]([OH:5])=[O:4].C(N(CC)CC)C.[C:13](O[C:13]([O:15][C:16]([CH3:19])([CH3:18])[CH3:17])=[O:14])([O:15][C:16]([CH3:19])([CH3:18])[CH3:17])=[O:14]. The catalyst class is: 38. (2) Reactant: [CH3:1][C:2]1[C:11]2[C:6](=[CH:7][CH:8]=[CH:9][CH:10]=2)[CH:5]=[C:4]([CH3:12])[N:3]=1.[N+:13]([O-])([O-:15])=[O:14].[K+].[OH-].[Na+]. Product: [CH3:1][C:2]1[C:11]2[C:6](=[C:7]([N+:13]([O-:15])=[O:14])[CH:8]=[CH:9][CH:10]=2)[CH:5]=[C:4]([CH3:12])[N:3]=1. The catalyst class is: 65. (3) Reactant: [CH:1]1[CH:2]=[CH:3][C:4]2[N:16]([C:17]([NH2:19])=[O:18])[C:15]3[CH:14]=[CH:13][CH:12]=[CH:11][C:10]=3[C:8](=[O:9])[CH2:7][C:5]=2[CH:6]=1.C(O)=O.C(N(CC)CC)C. Product: [CH:1]1[CH:2]=[CH:3][C:4]2[N:16]([C:17]([NH2:19])=[O:18])[C:15]3[CH:14]=[CH:13][CH:12]=[CH:11][C:10]=3[C@@H:8]([OH:9])[CH2:7][C:5]=2[CH:6]=1. The catalyst class is: 4. (4) Reactant: C(OC([N:8]1[C:12]2=[C:13](Cl)[N:14]=[CH:15][C:16]([C:17]([N:19]3[CH2:24][CH2:23][CH2:22][CH2:21][CH2:20]3)=[O:18])=[C:11]2[C:10]([CH3:26])=[CH:9]1)=O)(C)(C)C.[CH3:27][O:28][C:29]1[CH:30]=[C:31]([CH:33]=[CH:34][CH:35]=1)[NH2:32]. Product: [CH3:27][O:28][C:29]1[CH:30]=[C:31]([NH:32][C:13]2[N:14]=[CH:15][C:16]([C:17]([N:19]3[CH2:20][CH2:21][CH2:22][CH2:23][CH2:24]3)=[O:18])=[C:11]3[C:10]([CH3:26])=[CH:9][NH:8][C:12]=23)[CH:33]=[CH:34][CH:35]=1. The catalyst class is: 27.